The task is: Predict the product of the given reaction.. This data is from Forward reaction prediction with 1.9M reactions from USPTO patents (1976-2016). (1) Given the reactants [CH3:1][C:2]1[CH:3]=[N:4][C:5]2[C:10]([CH:11]=1)=[CH:9][C:8]([CH2:12][C:13]1[CH:14]=[C:15]([CH:19]=[CH:20][N:21]=1)[C:16]([OH:18])=O)=[CH:7][CH:6]=2.[NH2:22][CH2:23][C:24]1[CH:25]=[C:26]2[C:31](=[CH:32][CH:33]=1)[C:30]([NH2:34])=[N:29][CH:28]=[CH:27]2.CCN=C=NCCCN(C)C.C1C=CC2N(O)N=NC=2C=1, predict the reaction product. The product is: [NH2:34][C:30]1[C:31]2[C:26](=[CH:25][C:24]([CH2:23][NH:22][C:16](=[O:18])[C:15]3[CH:19]=[CH:20][N:21]=[C:13]([CH2:12][C:8]4[CH:9]=[C:10]5[C:5](=[CH:6][CH:7]=4)[N:4]=[CH:3][C:2]([CH3:1])=[CH:11]5)[CH:14]=3)=[CH:33][CH:32]=2)[CH:27]=[CH:28][N:29]=1. (2) Given the reactants [F:1][C:2]1[CH:7]=[CH:6][C:5]([O:8][C:9]2[N:14]=[CH:13][C:12]([C:15]([N:17]([CH2:39][CH2:40][O:41][CH3:42])[C:18]3[CH:23]=[CH:22][C:21]([CH2:24][N:25]4[CH2:30][CH2:29][N:28](C(OC(C)(C)C)=O)[C@@H:27]([CH3:38])[CH2:26]4)=[CH:20][CH:19]=3)=[O:16])=[CH:11][CH:10]=2)=[CH:4][CH:3]=1, predict the reaction product. The product is: [F:1][C:2]1[CH:7]=[CH:6][C:5]([O:8][C:9]2[N:14]=[CH:13][C:12]([C:15]([N:17]([CH2:39][CH2:40][O:41][CH3:42])[C:18]3[CH:23]=[CH:22][C:21]([CH2:24][N:25]4[CH2:30][CH2:29][NH:28][C@@H:27]([CH3:38])[CH2:26]4)=[CH:20][CH:19]=3)=[O:16])=[CH:11][CH:10]=2)=[CH:4][CH:3]=1. (3) Given the reactants [NH2:1][C:2]1[CH:7]=[CH:6][C:5]([S:8][C:9]2[C:18]3[C:13](=[CH:14][CH:15]=[CH:16][CH:17]=3)[NH:12]/[C:11](=[C:19]3/[C:20]([CH2:25][CH2:26][CH3:27])=[N:21][NH:22][C:23]/3=[O:24])/[CH:10]=2)=[CH:4][CH:3]=1.[CH:28]1([C:32](Cl)=[O:33])[CH2:31][CH2:30][CH2:29]1, predict the reaction product. The product is: [O:24]=[C:23]1[NH:22][N:21]=[C:20]([CH2:25][CH2:26][CH3:27])/[C:19]/1=[C:11]1/[NH:12][C:13]2[C:18]([C:9]([S:8][C:5]3[CH:4]=[CH:3][C:2]([NH:1][C:32]([CH:28]4[CH2:31][CH2:30][CH2:29]4)=[O:33])=[CH:7][CH:6]=3)=[CH:10]/1)=[CH:17][CH:16]=[CH:15][CH:14]=2. (4) Given the reactants [C:1]([O:5][C:6]([NH:8][C@H:9]([CH2:14][C:15]1[CH:20]=[C:19]([F:21])[C:18]([F:22])=[CH:17][C:16]=1[F:23])[CH2:10][C:11](O)=[O:12])=[O:7])([CH3:4])([CH3:3])[CH3:2].F[P-](F)(F)(F)(F)F.FC1N(C)CC[NH+]1C.CN(C=O)C.O.[NH2:45][NH2:46], predict the reaction product. The product is: [C:1]([O:5][C:6](=[O:7])[NH:8][C@H:9]([CH2:14][C:15]1[CH:20]=[C:19]([F:21])[C:18]([F:22])=[CH:17][C:16]=1[F:23])[CH2:10][C:11]([NH:45][NH2:46])=[O:12])([CH3:4])([CH3:3])[CH3:2]. (5) Given the reactants [CH2:1]=[O:2].[CH2:3](N(CC)CC)C.[CH:10](=[O:14])[CH2:11][CH2:12][CH3:13].[OH2:15], predict the reaction product. The product is: [CH2:1]([C:11]([CH2:10][OH:14])([CH2:3][OH:15])[CH2:12][CH3:13])[OH:2]. (6) Given the reactants [F:1][C:2]1[CH:3]=[CH:4][C:5]2[N:9]=[C:8]([C:10]([F:13])([F:12])[F:11])[N:7]([C:14]3[C:15]([CH3:24])=[C:16]([CH:21]=[CH:22][CH:23]=3)[C:17](OC)=[O:18])[C:6]=2[C:25]=1[F:26].[Li+].[BH4-].CO, predict the reaction product. The product is: [F:1][C:2]1[CH:3]=[CH:4][C:5]2[N:9]=[C:8]([C:10]([F:13])([F:11])[F:12])[N:7]([C:14]3[C:15]([CH3:24])=[C:16]([CH2:17][OH:18])[CH:21]=[CH:22][CH:23]=3)[C:6]=2[C:25]=1[F:26]. (7) Given the reactants [CH3:1][S:2](Cl)(=[O:4])=[O:3].[C:6]1([O:16][CH3:17])[C:7](=[CH:9][CH:10]=[C:11]([CH:15]=1)[CH2:12][CH:13]=[CH2:14])[OH:8].C(N(CC)CC)C.O, predict the reaction product. The product is: [CH3:1][S:2]([O:8][C:7]1[CH:9]=[CH:10][C:11]([CH2:12][CH:13]=[CH2:14])=[CH:15][C:6]=1[O:16][CH3:17])(=[O:4])=[O:3]. (8) Given the reactants OC(C(F)(F)F)=O.[CH:8]([N:11]1[C:15]([C:16]2[S:17][C:18]3[CH2:19][CH2:20][O:21][C:22]4[CH:29]=[C:28]([CH:30]5[CH2:35][CH2:34][NH:33][CH2:32][CH2:31]5)[CH:27]=[CH:26][C:23]=4[C:24]=3[N:25]=2)=[N:14][CH:13]=[N:12]1)([CH3:10])[CH3:9].C(N(CC)CC)C.Br[CH2:44][C:45]([NH2:47])=[O:46], predict the reaction product. The product is: [CH:8]([N:11]1[C:15]([C:16]2[S:17][C:18]3[CH2:19][CH2:20][O:21][C:22]4[CH:29]=[C:28]([CH:30]5[CH2:35][CH2:34][N:33]([CH2:44][C:45]([NH2:47])=[O:46])[CH2:32][CH2:31]5)[CH:27]=[CH:26][C:23]=4[C:24]=3[N:25]=2)=[N:14][CH:13]=[N:12]1)([CH3:10])[CH3:9]. (9) Given the reactants [Cl:1][C:2]1[C:7](=[O:8])[NH:6][C:5]([C:9]([NH2:11])=[O:10])=[CH:4][CH:3]=1.Cl[C:13]1[C:32](=O)N2CCN(CC3C=CC(OC)=CC=3)C(=O)C2=C[CH:14]=1.S(=O)(=O)(O)O, predict the reaction product. The product is: [Cl:1][C:2]1[C:7](=[O:8])[N:6]2[C:13]([CH3:32])([CH3:14])[NH:11][C:9](=[O:10])[C:5]2=[CH:4][CH:3]=1.